Dataset: Forward reaction prediction with 1.9M reactions from USPTO patents (1976-2016). Task: Predict the product of the given reaction. Given the reactants [C:1]([O:6][CH2:7][CH2:8][CH2:9][Br:10])(=[O:5])[C:2]([CH3:4])=[CH2:3].NC(N)=S, predict the reaction product. The product is: [BrH:10].[C:1]([O:6][CH2:7][CH2:8][CH3:9])(=[O:5])[C:2]([CH3:4])=[CH2:3].